From a dataset of Catalyst prediction with 721,799 reactions and 888 catalyst types from USPTO. Predict which catalyst facilitates the given reaction. (1) Reactant: [Cl:1][C:2]1[C:3]([CH2:48][C:49]2[CH:54]=[CH:53][C:52]([CH2:55][CH3:56])=[CH:51][CH:50]=2)=[CH:4][C:5]([CH:9]2[C@H:14]([O:15][CH2:16][C:17]3[CH:22]=[CH:21][CH:20]=[CH:19][CH:18]=3)[C@@H:13]([O:23][CH2:24][C:25]3[CH:30]=[CH:29][CH:28]=[CH:27][CH:26]=3)[C@H:12]([O:31][CH2:32][C:33]3[CH:38]=[CH:37][CH:36]=[CH:35][CH:34]=3)[C@@H:11]([CH2:39][O:40][CH2:41][C:42]3[CH:47]=[CH:46][CH:45]=[CH:44][CH:43]=3)[O:10]2)=[C:6]([OH:8])[CH:7]=1.[Br:57]Br. Product: [Br:57][C:7]1[C:2]([Cl:1])=[C:3]([CH2:48][C:49]2[CH:54]=[CH:53][C:52]([CH2:55][CH3:56])=[CH:51][CH:50]=2)[CH:4]=[C:5]([CH:9]2[C@H:14]([O:15][CH2:16][C:17]3[CH:18]=[CH:19][CH:20]=[CH:21][CH:22]=3)[C@@H:13]([O:23][CH2:24][C:25]3[CH:30]=[CH:29][CH:28]=[CH:27][CH:26]=3)[C@H:12]([O:31][CH2:32][C:33]3[CH:38]=[CH:37][CH:36]=[CH:35][CH:34]=3)[C@@H:11]([CH2:39][O:40][CH2:41][C:42]3[CH:43]=[CH:44][CH:45]=[CH:46][CH:47]=3)[O:10]2)[C:6]=1[OH:8]. The catalyst class is: 15. (2) Reactant: C[Si]([C:5]#[C:6][C:7]1[CH:8]=[N:9][CH:10]=[CH:11][CH:12]=1)(C)C.Cl[C:14]1[N:15]=[N:16][C:17]([CH3:20])=[CH:18][CH:19]=1.[I-].C(N(CC)CC)C. Product: [CH3:20][C:17]1[N:16]=[N:15][C:14]([C:5]#[C:6][C:7]2[CH:8]=[N:9][CH:10]=[CH:11][CH:12]=2)=[CH:19][CH:18]=1. The catalyst class is: 57. (3) The catalyst class is: 3. Product: [N:23]([CH2:13][CH:12]([NH:11][C:9](=[O:10])[O:8][CH2:1][C:2]1[CH:7]=[CH:6][CH:5]=[CH:4][CH:3]=1)[CH2:19][CH:20]([CH3:22])[CH3:21])=[N+:24]=[N-:25]. Reactant: [CH2:1]([O:8][C:9]([NH:11][CH:12]([CH2:19][CH:20]([CH3:22])[CH3:21])[CH2:13]CS([O-])(=O)=O)=[O:10])[C:2]1[CH:7]=[CH:6][CH:5]=[CH:4][CH:3]=1.[N-:23]=[N+:24]=[N-:25].[Na+].C(OCC)(=O)C.O. (4) Product: [CH3:46][C:10]1([CH3:47])[CH2:9][NH:8][CH2:13][CH2:12][N:11]1[CH2:14][C:15]1[CH:20]=[C:19]([C:21]2[CH:26]=[CH:25][C:24]([OH:27])=[CH:23][C:22]=2[F:35])[N:18]=[C:17]2[N:36]([CH:40]3[CH2:45][CH2:44][CH2:43][CH2:42][O:41]3)[N:37]=[C:38]([CH3:39])[C:16]=12. Reactant: C([N:8]1[CH2:13][CH2:12][N:11]([CH2:14][C:15]2[CH:20]=[C:19]([C:21]3[CH:26]=[CH:25][C:24]([O:27]CC4C=CC=CC=4)=[CH:23][C:22]=3[F:35])[N:18]=[C:17]3[N:36]([CH:40]4[CH2:45][CH2:44][CH2:43][CH2:42][O:41]4)[N:37]=[C:38]([CH3:39])[C:16]=23)[C:10]([CH3:47])([CH3:46])[CH2:9]1)C1C=CC=CC=1. The catalyst class is: 5. (5) Reactant: CC(O)=O.[F:5][C:6]1[CH:7]=[C:8]([NH:30][C:31]([NH:33][CH:34]2[CH2:37][O:36][CH2:35]2)=[O:32])[CH:9]=[CH:10][C:11]=1[O:12][C:13]1[CH:18]=[CH:17][N:16]=[C:15]2[CH:19]=[C:20]([C:22]3[CH:27]=[CH:26][C:25]([CH:28]=O)=[CH:24][N:23]=3)[S:21][C:14]=12.[NH:38]1[CH2:48][CH2:47][CH2:46][CH:40]([C:41]([O:43][CH2:44][CH3:45])=[O:42])[CH2:39]1.C(O[BH-](OC(=O)C)OC(=O)C)(=O)C.[Na+].[OH-].[Na+]. Product: [F:5][C:6]1[CH:7]=[C:8]([NH:30][C:31]([NH:33][CH:34]2[CH2:37][O:36][CH2:35]2)=[O:32])[CH:9]=[CH:10][C:11]=1[O:12][C:13]1[CH:18]=[CH:17][N:16]=[C:15]2[CH:19]=[C:20]([C:22]3[N:23]=[CH:24][C:25]([CH2:28][N:38]4[CH2:48][CH2:47][CH2:46][CH:40]([C:41]([O:43][CH2:44][CH3:45])=[O:42])[CH2:39]4)=[CH:26][CH:27]=3)[S:21][C:14]=12. The catalyst class is: 179. (6) Product: [Cl:1][C:2]1[CH:7]=[CH:6][C:5](/[CH:8]=[CH:9]/[C:10]([N:12]2[CH2:17][CH2:16][CH:15]([C:18]3[O:25][C:22]([CH2:23][CH3:24])=[N:21][N:20]=3)[CH2:14][CH2:13]2)=[O:11])=[C:4]([CH2:26][N:27]2[N:31]=[N:30][C:29]([CH3:32])=[N:28]2)[CH:3]=1. The catalyst class is: 2. Reactant: [Cl:1][C:2]1[CH:7]=[CH:6][C:5](/[CH:8]=[CH:9]/[C:10]([N:12]2[CH2:17][CH2:16][CH:15]([C:18]([NH:20][NH:21][C:22](=[O:25])[CH2:23][CH3:24])=O)[CH2:14][CH2:13]2)=[O:11])=[C:4]([CH2:26][N:27]2[N:31]=[N:30][C:29]([CH3:32])=[N:28]2)[CH:3]=1.CCN(C(C)C)C(C)C.C1(P(C2C=CC=CC=2)C2C=CC=CC=2)C=CC=CC=1.ClC(Cl)(Cl)C(Cl)(Cl)Cl. (7) Reactant: Cl[C:2]1[CH:7]=[C:6]([O:8][C:9]2[C:18]3[C:13](=[CH:14][CH:15]=[CH:16][CH:17]=3)[C:12]([NH:19][C:20](=[O:26])[O:21][C:22]([CH3:25])([CH3:24])[CH3:23])=[CH:11][CH:10]=2)[CH:5]=[CH:4][N:3]=1.[NH2:27][C:28]1[CH:33]=[CH:32][C:31]([P:34](=[O:41])([O:38][CH2:39][CH3:40])[O:35][CH2:36][CH3:37])=[C:30]([O:42][CH3:43])[CH:29]=1.C(=O)([O-])[O-].[K+].[K+].CC(C1C=C(C(C)C)C(C2C(P(C3CCCCC3)C3CCCCC3)=C(OC)C=CC=2OC)=C(C(C)C)C=1)C. Product: [CH2:39]([O:38][P:34]([C:31]1[CH:32]=[CH:33][C:28]([NH:27][C:2]2[CH:7]=[C:6]([O:8][C:9]3[C:18]4[C:13](=[CH:14][CH:15]=[CH:16][CH:17]=4)[C:12]([NH:19][C:20](=[O:26])[O:21][C:22]([CH3:25])([CH3:24])[CH3:23])=[CH:11][CH:10]=3)[CH:5]=[CH:4][N:3]=2)=[CH:29][C:30]=1[O:42][CH3:43])([O:35][CH2:36][CH3:37])=[O:41])[CH3:40]. The catalyst class is: 3. (8) Reactant: [NH2:1][C:2]1[C:11]([F:12])=[C:10]([NH2:13])[C:9]([N+:14]([O-])=O)=[CH:8][C:3]=1[C:4]([O:6][CH3:7])=[O:5].O1CCCC1. Product: [NH2:1][C:2]1[C:11]([F:12])=[C:10]([NH2:13])[C:9]([NH2:14])=[CH:8][C:3]=1[C:4]([O:6][CH3:7])=[O:5]. The catalyst class is: 19. (9) Reactant: Br[CH2:2][C:3]1[N:7]([CH3:8])[N:6]([C:9]2[CH:14]=[CH:13][C:12]([Cl:15])=[CH:11][CH:10]=2)[C:5](=[O:16])[C:4]=1[Cl:17].[Cl:18][C:19]1[CH:20]=[CH:21][C:22]([O:32][CH3:33])=[C:23]([N:25]2[CH2:30][CH2:29][N:28](C)[CH2:27][CH2:26]2)[CH:24]=1.[C:34]([O-])([O-])=O.[K+].[K+]. Product: [Cl:17][C:4]1[C:5](=[O:16])[N:6]([C:9]2[CH:14]=[CH:13][C:12]([Cl:15])=[CH:11][CH:10]=2)[N:7]([CH2:8][CH3:34])[C:3]=1[CH2:2][N:28]1[CH2:27][CH2:26][N:25]([C:23]2[CH:24]=[C:19]([Cl:18])[CH:20]=[CH:21][C:22]=2[O:32][CH3:33])[CH2:30][CH2:29]1. The catalyst class is: 10.